From a dataset of Reaction yield outcomes from USPTO patents with 853,638 reactions. Predict the reaction yield, written as a fraction of the theoretical maximum amount of product (1.0 means a 100% yield; for example, 0.34 means a 34% yield). The reactants are [F:1][C:2]([F:14])([F:13])[C:3]1[CH:4]=[C:5]2[C:9](=[CH:10][CH:11]=1)[NH:8][N:7]=[C:6]2[NH2:12].C(O)(=O)C.[CH3:19][C:20](=O)[CH2:21][CH2:22][C:23](=O)[CH3:24].O. The catalyst is C1(C)C=CC=CC=1. The product is [CH3:24][C:23]1[N:12]([C:6]2[C:5]3[C:9](=[CH:10][CH:11]=[C:3]([C:2]([F:1])([F:13])[F:14])[CH:4]=3)[NH:8][N:7]=2)[C:20]([CH3:19])=[CH:21][CH:22]=1. The yield is 0.910.